From a dataset of Full USPTO retrosynthesis dataset with 1.9M reactions from patents (1976-2016). Predict the reactants needed to synthesize the given product. (1) Given the product [ClH:1].[NH2:48][CH2:47][C@H:44]1[CH2:43][CH2:42][C@H:41]([C:39]([NH:38][C@@H:23]([CH2:22][C:19]2[CH:20]=[CH:21][C:16]([C:12]3[CH:13]=[CH:14][CH:15]=[C:10]([C:8]([N:2]4[CH2:3][CH2:4][O:5][CH2:6][CH2:7]4)=[O:9])[CH:11]=3)=[CH:17][CH:18]=2)[C:24](=[O:37])[NH:25][C:26]2[CH:31]=[CH:30][C:29]([C:32]3[N:36]=[N:35][NH:34][N:33]=3)=[CH:28][CH:27]=2)=[O:40])[CH2:46][CH2:45]1, predict the reactants needed to synthesize it. The reactants are: [ClH:1].[N:2]1([C:8]([C:10]2[CH:11]=[C:12]([C:16]3[CH:21]=[CH:20][C:19]([CH2:22][C@H:23]([NH:38][C:39]([C@H:41]4[CH2:46][CH2:45][C@H:44]([CH2:47][NH:48]C(=O)OC(C)(C)C)[CH2:43][CH2:42]4)=[O:40])[C:24](=[O:37])[NH:25][C:26]4[CH:31]=[CH:30][C:29]([C:32]5[N:33]=[N:34][NH:35][N:36]=5)=[CH:28][CH:27]=4)=[CH:18][CH:17]=3)[CH:13]=[CH:14][CH:15]=2)=[O:9])[CH2:7][CH2:6][O:5][CH2:4][CH2:3]1. (2) Given the product [CH3:17][O:16][C:13]1[CH:14]=[C:15]2[C:10](=[CH:11][CH:12]=1)[N:9]=[CH:8][CH:7]=[C:6]2[CH:1]=[CH2:2], predict the reactants needed to synthesize it. The reactants are: [CH:1]([Mg]Cl)=[CH2:2].Br[C:6]1[C:15]2[C:10](=[CH:11][CH:12]=[C:13]([O:16][CH3:17])[CH:14]=2)[N:9]=[CH:8][CH:7]=1.